Task: Predict the reactants needed to synthesize the given product.. Dataset: Full USPTO retrosynthesis dataset with 1.9M reactions from patents (1976-2016) (1) Given the product [NH2:1][C:2]1[C:11]2[N:12]=[C:13]([CH2:31][CH2:32][CH2:33][CH3:34])[N:14]([CH2:15][CH2:16][CH2:17][N:18]([CH2:19][C:20]3[CH:21]=[CH:22][C:23]([CH2:26][C:27]([O:29][CH3:30])=[O:28])=[CH:24][CH:25]=3)[C:42](=[O:43])[CH2:41][N:40]([CH3:45])[CH3:39])[C:10]=2[C:9]2[CH:8]=[CH:7][CH:6]=[CH:5][C:4]=2[N:3]=1, predict the reactants needed to synthesize it. The reactants are: [NH2:1][C:2]1[C:11]2[N:12]=[C:13]([CH2:31][CH2:32][CH2:33][CH3:34])[N:14]([CH2:15][CH2:16][CH2:17][NH:18][CH2:19][C:20]3[CH:25]=[CH:24][C:23]([CH2:26][C:27]([O:29][CH3:30])=[O:28])=[CH:22][CH:21]=3)[C:10]=2[C:9]2[CH:8]=[CH:7][CH:6]=[CH:5][C:4]=2[N:3]=1.C(Cl)Cl.Cl.[CH3:39][N:40]([CH3:45])[CH2:41][C:42](Cl)=[O:43].CCN(CC)CC. (2) Given the product [CH:20]1([N:15]2[CH2:14][C:13]3([CH2:23][CH2:24][N:10]([CH:8]([C:5]4[CH:6]=[CH:7][C:2]([C:31]5[CH:32]=[CH:33][C:28]([O:27][CH3:26])=[CH:29][CH:30]=5)=[CH:3][C:4]=4[F:25])[CH3:9])[CH2:11][CH2:12]3)[O:18][CH2:17][C:16]2=[O:19])[CH2:22][CH2:21]1, predict the reactants needed to synthesize it. The reactants are: Br[C:2]1[CH:7]=[CH:6][C:5]([CH:8]([N:10]2[CH2:24][CH2:23][C:13]3([O:18][CH2:17][C:16](=[O:19])[N:15]([CH:20]4[CH2:22][CH2:21]4)[CH2:14]3)[CH2:12][CH2:11]2)[CH3:9])=[C:4]([F:25])[CH:3]=1.[CH3:26][O:27][C:28]1[CH:33]=[CH:32][C:31](B(O)O)=[CH:30][CH:29]=1.C(=O)([O-])[O-].[K+].[K+]. (3) Given the product [Cl:26][C:23]1[CH:7]=[CH:8][C:9]2[C:16](=[CH:12][CH:6]=[C:11]([CH3:18])[CH:10]=2)[N:14]=1, predict the reactants needed to synthesize it. The reactants are: P(Cl)(Cl)(Cl)=O.[C:6]1([CH3:12])[CH:11]=[CH:10][CH:9]=[CH:8][CH:7]=1.C[N:14]([CH:16]=O)C.[C:18](=O)([O-])O.[Na+].[CH:23]([Cl:26])(Cl)Cl. (4) Given the product [C:1]([O:5][C:6]([N:8]1[CH2:13][CH2:12][CH2:11][C@@H:10]([C:14](=[O:16])[NH:48][C:45]2[CH:44]=[C:43]([C:49]3[CH:50]=[N:51][CH:52]=[C:53]([NH:55][CH2:56][CH:57]4[CH2:62][CH2:61][O:60][CH2:59][CH2:58]4)[CH:54]=3)[C:42]([Cl:41])=[CH:47][N:46]=2)[CH2:9]1)=[O:7])([CH3:2])([CH3:3])[CH3:4], predict the reactants needed to synthesize it. The reactants are: [C:1]([O:5][C:6]([N:8]1[CH2:13][CH2:12][CH2:11][C@@H:10]([C:14]([OH:16])=O)[CH2:9]1)=[O:7])([CH3:4])([CH3:3])[CH3:2].CN(C(ON1N=NC2C=CC=NC1=2)=[N+](C)C)C.F[P-](F)(F)(F)(F)F.[Cl:41][C:42]1[C:43]([C:49]2[CH:50]=[N:51][CH:52]=[C:53]([NH:55][CH2:56][CH:57]3[CH2:62][CH2:61][O:60][CH2:59][CH2:58]3)[CH:54]=2)=[CH:44][C:45]([NH2:48])=[N:46][CH:47]=1.CCN(C(C)C)C(C)C. (5) The reactants are: [CH3:1][C:2]1[C:3]([CH2:9][NH:10][CH2:11][C:12]2[CH:19]=[CH:18][C:15]([C:16]#[N:17])=[CH:14][C:13]=2[CH2:20][OH:21])=[N:4][CH:5]=[C:6]([CH3:8])[CH:7]=1.[F:22][C:23]1[CH:28]=[CH:27][C:26]([C:29]([C:32]2[C:33]([CH:38]=O)=[N:34][CH:35]=[CH:36][CH:37]=2)([CH3:31])[CH3:30])=[CH:25][CH:24]=1.[BH-](OC(C)=O)(OC(C)=O)[O:41]C(C)=O.[Na+]. Given the product [CH3:1][C:2]1[C:3]([CH2:9][N:10]([CH2:11][C:12]2[CH:19]=[CH:18][C:15]([C:16]([NH2:17])=[O:41])=[CH:14][C:13]=2[CH2:20][OH:21])[CH2:38][C:33]2[C:32]([C:29]([C:26]3[CH:25]=[CH:24][C:23]([F:22])=[CH:28][CH:27]=3)([CH3:31])[CH3:30])=[CH:37][CH:36]=[CH:35][N:34]=2)=[N:4][CH:5]=[C:6]([CH3:8])[CH:7]=1, predict the reactants needed to synthesize it. (6) Given the product [OH:11][CH2:10][C@@H:9]([NH:8][C:6](=[O:7])[O:5][C:1]([CH3:3])([CH3:2])[CH3:4])[CH2:13][O:14][CH3:15], predict the reactants needed to synthesize it. The reactants are: [C:1]([O:5][C:6]([NH:8][C@@H:9]([CH2:13][O:14][CH3:15])[C:10](O)=[O:11])=[O:7])([CH3:4])([CH3:3])[CH3:2].CN1CCOCC1.CC(C)COC(Cl)=O.[BH4-].[Na+].Cl.